From a dataset of Full USPTO retrosynthesis dataset with 1.9M reactions from patents (1976-2016). Predict the reactants needed to synthesize the given product. (1) The reactants are: Br[C:2]1[S:6][C:5]([C:7]2[CH:12]=[CH:11][N:10]=[C:9]([NH:13][CH:14]3[CH2:19][C:18]([CH3:21])([CH3:20])[NH:17][C:16]([CH3:23])([CH3:22])[CH2:15]3)[N:8]=2)=[CH:4][CH:3]=1.CC([O-])(C)C.[Na+].[CH2:30]([O:32][C:33]([N:35]1[CH2:40][CH2:39][NH:38][CH2:37][CH2:36]1)=[O:34])[CH3:31]. Given the product [CH2:30]([O:32][C:33]([N:35]1[CH2:36][CH2:37][N:38]([C:2]2[S:6][C:5]([C:7]3[CH:12]=[CH:11][N:10]=[C:9]([NH:13][CH:14]4[CH2:19][C:18]([CH3:21])([CH3:20])[NH:17][C:16]([CH3:23])([CH3:22])[CH2:15]4)[N:8]=3)=[CH:4][CH:3]=2)[CH2:39][CH2:40]1)=[O:34])[CH3:31], predict the reactants needed to synthesize it. (2) Given the product [C:1]([N:5]1[CH2:14][CH2:13][C:12]2[C:7](=[CH:8][C:9]([NH2:15])=[CH:10][CH:11]=2)[CH2:6]1)([CH3:4])([CH3:2])[CH3:3], predict the reactants needed to synthesize it. The reactants are: [C:1]([N:5]1[CH2:14][CH2:13][C:12]2[C:7](=[CH:8][C:9]([NH:15]C(=O)OC(C)(C)C)=[CH:10][CH:11]=2)[CH2:6]1)([CH3:4])([CH3:3])[CH3:2]. (3) Given the product [C:1]([NH:4][C:5]1[CH:17]=[C:16]2[C:8]([C:9]3[C:14]([CH2:18][CH2:19][CH2:20][CH3:21])([CH2:15]2)[CH2:13][CH2:12][C:11](=[O:22])[C:10]=3[Br:24])=[CH:7][C:6]=1[F:23])(=[O:3])[CH3:2], predict the reactants needed to synthesize it. The reactants are: [C:1]([NH:4][C:5]1[CH:17]=[C:16]2[C:8]([C:9]3[C:14]([CH2:18][CH2:19][CH2:20][CH3:21])([CH2:15]2)[CH2:13][CH2:12][C:11](=[O:22])[CH:10]=3)=[CH:7][C:6]=1[F:23])(=[O:3])[CH3:2].[Br:24]N1C(=O)CCC1=O. (4) Given the product [F:20][C:17]1[CH:16]=[CH:15][C:14]([CH2:13][NH:12][CH2:11][C:8]2[CH:9]=[C:10]3[C:5](=[CH:6][C:7]=2[NH2:21])[N:4]([C:24]([C:25]2[CH:26]=[CH:27][CH:28]=[CH:29][CH:30]=2)([C:31]2[CH:36]=[CH:35][CH:34]=[CH:33][CH:32]=2)[C:37]2[CH:42]=[CH:41][CH:40]=[CH:39][CH:38]=2)[N:3]=[C:2]3[Br:1])=[CH:19][CH:18]=1, predict the reactants needed to synthesize it. The reactants are: [Br:1][C:2]1[C:10]2[C:5](=[CH:6][C:7]([N+:21]([O-])=O)=[C:8]([CH2:11][NH:12][CH2:13][C:14]3[CH:19]=[CH:18][C:17]([F:20])=[CH:16][CH:15]=3)[CH:9]=2)[N:4]([C:24]([C:37]2[CH:42]=[CH:41][CH:40]=[CH:39][CH:38]=2)([C:31]2[CH:36]=[CH:35][CH:34]=[CH:33][CH:32]=2)[C:25]2[CH:30]=[CH:29][CH:28]=[CH:27][CH:26]=2)[N:3]=1. (5) Given the product [N+:1]([C:4]1[CH:5]=[C:6]([N:10]2[C:11]3[C:12](=[CH:15][CH:16]=[CH:17][N:18]=3)[CH:13]=[C:28]([CH2:27][CH2:26][CH2:25][C:20]3[CH:21]=[CH:22][CH:23]=[CH:24][N:19]=3)[C:29]2=[O:30])[CH:7]=[CH:8][CH:9]=1)([O-:3])=[O:2], predict the reactants needed to synthesize it. The reactants are: [N+:1]([C:4]1[CH:5]=[C:6]([NH:10][C:11]2[N:18]=[CH:17][CH:16]=[CH:15][C:12]=2[CH:13]=O)[CH:7]=[CH:8][CH:9]=1)([O-:3])=[O:2].[N:19]1[CH:24]=[CH:23][CH:22]=[CH:21][C:20]=1[CH2:25][CH2:26][CH2:27][CH2:28][C:29](OCC)=[O:30].[Li+].CC([N-]C(C)C)C. (6) Given the product [CH3:1][C@H:2]1[CH2:7][N:6]([CH:8]2[CH2:9][O:10][CH2:11]2)[C@H:5]([CH3:12])[CH2:4][N:3]1[C:13]1[CH:14]=[CH:15][C:16]([NH:19][C:20]2[C:25](=[O:26])[N:24]([CH3:27])[CH:23]=[C:22]([C:28]3[CH:33]=[CH:32][N:31]=[C:30]([N:34]4[C:46](=[O:47])[C:45]5[S:44][C:43]6[CH2:42][CH2:41][CH2:40][CH2:39][C:38]=6[C:37]=5[CH:36]=[N:35]4)[C:29]=3[CH2:48][OH:49])[CH:21]=2)=[N:17][CH:18]=1, predict the reactants needed to synthesize it. The reactants are: [CH3:1][CH:2]1[CH2:7][N:6]([CH:8]2[CH2:11][O:10][CH2:9]2)[CH:5]([CH3:12])[CH2:4][N:3]1[C:13]1[CH:14]=[CH:15][C:16]([NH:19][C:20]2[C:25](=[O:26])[N:24]([CH3:27])[CH:23]=[C:22]([C:28]3[CH:33]=[CH:32][N:31]=[C:30]([N:34]4[C:46](=[O:47])[C:45]5[S:44][C:43]6[CH2:42][CH2:41][CH2:40][CH2:39][C:38]=6[C:37]=5[CH:36]=[N:35]4)[C:29]=3[CH:48]=[O:49])[CH:21]=2)=[N:17][CH:18]=1.[BH4-].[Na+]. (7) Given the product [OH:13][C:10]1[CH:11]=[CH:12][C:7]([CH:3]2[O:4][CH2:5][CH2:6][N:1]([C:14]([OH:16])=[O:15])[CH2:2]2)=[CH:8][CH:9]=1, predict the reactants needed to synthesize it. The reactants are: [NH:1]1[CH2:6][CH2:5][O:4][CH:3]([C:7]2[CH:12]=[CH:11][C:10]([OH:13])=[CH:9][CH:8]=2)[CH2:2]1.[C:14](OC(OC(C)(C)C)=O)([O:16]C(C)(C)C)=[O:15]. (8) Given the product [CH3:14][O:15][CH2:16][CH2:17][N:7]1[C:8]2[CH:9]=[CH:10][CH:11]=[C:3]([CH:1]=[O:2])[C:4]=2[CH:5]=[CH:6]1, predict the reactants needed to synthesize it. The reactants are: [CH:1]([C:3]1[CH:11]=[CH:10][CH:9]=[C:8]2[C:4]=1[CH:5]=[CH:6][NH:7]2)=[O:2].[OH-].[K+].[CH3:14][O:15][CH2:16][CH2:17]Br. (9) Given the product [Cl:1][C:2]1[C:7]([C:8]2[CH:9]=[CH:10][CH:11]=[CH:12][CH:13]=2)=[CH:6][N:5]2[N:15]=[C:16]([C:18]([O:20][CH3:21])=[O:19])[CH:17]=[C:4]2[N:3]=1, predict the reactants needed to synthesize it. The reactants are: [Cl:1][C:2]1[C:7]([C:8]2[CH:13]=[CH:12][CH:11]=[CH:10][CH:9]=2)=[C:6](Cl)[N:5]2[N:15]=[C:16]([C:18]([O:20][CH3:21])=[O:19])[CH:17]=[C:4]2[N:3]=1.N. (10) Given the product [Cl:20][C:14]1[C:5]([CH2:4][C:1]([OH:3])=[O:2])=[CH:6][C:7]([O:15][CH3:16])=[C:8]([CH:13]=1)[C:9]([O:11][CH3:12])=[O:10], predict the reactants needed to synthesize it. The reactants are: [C:1]([CH2:4][C:5]1[CH:14]=[CH:13][C:8]([C:9]([O:11][CH3:12])=[O:10])=[C:7]([O:15][CH3:16])[CH:6]=1)([OH:3])=[O:2].S(Cl)([Cl:20])(=O)=O.